This data is from Full USPTO retrosynthesis dataset with 1.9M reactions from patents (1976-2016). The task is: Predict the reactants needed to synthesize the given product. (1) Given the product [OH:30][CH:29]=[C:19]1[C:18]2[C:22](=[CH:23][C:15]([C:13]([C:9]3[CH:8]=[C:7]([NH:6][C:4](=[O:5])[C:3]4[CH:25]=[CH:26][CH:27]=[CH:28][C:2]=4[CH3:1])[CH:12]=[CH:11][CH:10]=3)=[O:14])=[CH:16][CH:17]=2)[NH:21][C:20]1=[O:24], predict the reactants needed to synthesize it. The reactants are: [CH3:1][C:2]1[CH:28]=[CH:27][CH:26]=[CH:25][C:3]=1[C:4]([NH:6][C:7]1[CH:12]=[CH:11][CH:10]=[C:9]([C:13]([C:15]2[CH:23]=[C:22]3[C:18]([CH2:19][C:20](=[O:24])[NH:21]3)=[CH:17][CH:16]=2)=[O:14])[CH:8]=1)=[O:5].[CH:29](OCC)=[O:30].[O-]CC.[Na+].Cl. (2) Given the product [OH:1][C:2]([CH3:39])([CH3:40])[CH2:3][O:4][C@H:5]1[CH2:10][CH2:9][C@H:8]([N:11]2[C:16](=[O:17])[C:15]([CH2:18][C:19]3[CH:24]=[CH:23][C:22]([C:25]4[CH:30]=[CH:29][CH:28]=[CH:27][C:26]=4[C:31]4[NH:47][N:46]=[N:45][N:32]=4)=[CH:21][CH:20]=3)=[C:14]([CH2:33][CH2:34][CH3:35])[N:13]3[N:36]=[CH:37][CH:38]=[C:12]23)[CH2:7][CH2:6]1, predict the reactants needed to synthesize it. The reactants are: [OH:1][C:2]([CH3:40])([CH3:39])[CH2:3][O:4][C@H:5]1[CH2:10][CH2:9][C@H:8]([N:11]2[C:16](=[O:17])[C:15]([CH2:18][C:19]3[CH:24]=[CH:23][C:22]([C:25]4[C:26]([C:31]#[N:32])=[CH:27][CH:28]=[CH:29][CH:30]=4)=[CH:21][CH:20]=3)=[C:14]([CH2:33][CH2:34][CH3:35])[N:13]3[N:36]=[CH:37][CH:38]=[C:12]23)[CH2:7][CH2:6]1.C[Si]([N:45]=[N+:46]=[N-:47])(C)C.C([Sn](=O)CCCC)CCC.C1(C)C=CC=CC=1. (3) Given the product [Cl:11][C:12]1[C:13]([CH3:23])=[C:14]2[C:18](=[CH:19][CH:20]=1)[NH:17][C:16](=[O:21])[C:15]2([C:2]1[CH:7]=[C:6]([Cl:8])[CH:5]=[CH:4][C:3]=1[O:9][CH3:10])[OH:22], predict the reactants needed to synthesize it. The reactants are: Br[C:2]1[CH:7]=[C:6]([Cl:8])[CH:5]=[CH:4][C:3]=1[O:9][CH3:10].[Cl:11][C:12]1[C:13]([CH3:23])=[C:14]2[C:18](=[CH:19][CH:20]=1)[NH:17][C:16](=[O:21])[C:15]2=[O:22].